This data is from Reaction yield outcomes from USPTO patents with 853,638 reactions. The task is: Predict the reaction yield, written as a fraction of the theoretical maximum amount of product (1.0 means a 100% yield; for example, 0.34 means a 34% yield). (1) The reactants are [CH2:1]([CH:3]([CH2:34][CH3:35])[CH:4]([NH:16][C:17]1[CH:22]=[CH:21][C:20]([C:23]([N:25]([CH3:33])[CH2:26][CH2:27][C:28]([O:30]CC)=[O:29])=[O:24])=[CH:19][CH:18]=1)[C:5]1[O:6][C:7]2[CH:14]=[CH:13][C:12]([F:15])=[CH:11][C:8]=2[C:9]=1[CH3:10])[CH3:2].[OH-].[Na+]. The catalyst is CCCCCC.C(O)C.C(O)C.O1CCCC1. The product is [CH2:34]([CH:3]([CH2:1][CH3:2])[CH:4]([NH:16][C:17]1[CH:22]=[CH:21][C:20]([C:23]([N:25]([CH3:33])[CH2:26][CH2:27][C:28]([OH:30])=[O:29])=[O:24])=[CH:19][CH:18]=1)[C:5]1[O:6][C:7]2[CH:14]=[CH:13][C:12]([F:15])=[CH:11][C:8]=2[C:9]=1[CH3:10])[CH3:35]. The yield is 0.960. (2) The reactants are [Br:1][C:2]1[CH:16]=[C:15](/[CH:17]=[CH:18]/[CH:19]([C:24]2[CH:29]=[C:28]([Cl:30])[C:27]([Cl:31])=[C:26]([Cl:32])[CH:25]=2)[C:20]([F:23])([F:22])[F:21])[CH:14]=[CH:13][C:3]=1[C:4]([NH:6][CH:7]1[CH2:12][CH2:11][NH:10][CH2:9][CH2:8]1)=[O:5].[C:33](Cl)(=[O:35])[CH3:34]. The catalyst is C(Cl)Cl. The product is [C:33]([N:10]1[CH2:11][CH2:12][CH:7]([NH:6][C:4](=[O:5])[C:3]2[CH:13]=[CH:14][C:15](/[CH:17]=[CH:18]/[CH:19]([C:24]3[CH:25]=[C:26]([Cl:32])[C:27]([Cl:31])=[C:28]([Cl:30])[CH:29]=3)[C:20]([F:23])([F:21])[F:22])=[CH:16][C:2]=2[Br:1])[CH2:8][CH2:9]1)(=[O:35])[CH3:34]. The yield is 0.500.